Dataset: Reaction yield outcomes from USPTO patents with 853,638 reactions. Task: Predict the reaction yield, written as a fraction of the theoretical maximum amount of product (1.0 means a 100% yield; for example, 0.34 means a 34% yield). (1) The reactants are [C:1](=[O:4])([O-])[O-].[Cs+].[Cs+].C(#N)C.O[C:11]1[CH:12]=[CH:13][C:14]2[C:15](=[O:38])[C@H:16]3[C:33]4[C:28](=[CH:29][C:30]([O:36][CH3:37])=[C:31]([O:34][CH3:35])[CH:32]=4)[O:27][CH2:26][C@H:17]3[O:18][C:19]=2[C:20]=1[CH2:21][CH:22]=[C:23]([CH3:25])[CH3:24].IC. The catalyst is O. The product is [CH3:35][O:34][C:31]1[CH:32]=[C:33]2[CH:16]3[CH:17]([O:18][C:19]4[C:20]([CH2:21][CH:22]=[C:23]([CH3:25])[CH3:24])=[C:11]([O:4][CH3:1])[CH:12]=[CH:13][C:14]=4[C:15]3=[O:38])[CH2:26][O:27][C:28]2=[CH:29][C:30]=1[O:36][CH3:37]. The yield is 0.410. (2) The reactants are [CH3:1][C:2]1[CH:7]=[CH:6][C:5]([S:8]([N:11]2[C:15]([C:16]3[CH:21]=[CH:20][CH:19]=[CH:18][CH:17]=3)=[CH:14][C:13]([CH:22]=O)=[CH:12]2)(=[O:10])=[O:9])=[CH:4][CH:3]=1.[Cl-].C[NH3+].[C:27]([BH3-])#[N:28].[Na+].C(=O)([O-])O.[Na+]. The catalyst is CO. The product is [CH3:27][NH:28][CH2:22][C:13]1[CH:14]=[C:15]([C:16]2[CH:17]=[CH:18][CH:19]=[CH:20][CH:21]=2)[N:11]([S:8]([C:5]2[CH:4]=[CH:3][C:2]([CH3:1])=[CH:7][CH:6]=2)(=[O:10])=[O:9])[CH:12]=1. The yield is 0.0700. (3) The reactants are [NH2:1][C@@:2]1([CH2:9][C:10]#[C:11][C:12]2[N:17]=[C:16]([CH3:18])[CH:15]=[C:14]([C:19]3[CH:24]=[CH:23][C:22]([C:25]([F:28])([F:27])[F:26])=[CH:21][CH:20]=3)[N:13]=2)[CH2:6][CH2:5][N:4]([CH3:7])[C:3]1=[O:8]. The catalyst is CC#N.FC(F)(F)S([O-])(=O)=O.[Ag+]. The product is [CH3:7][N:4]1[CH2:5][CH2:6][C@:2]2([N:1]=[C:11]([C:12]3[N:17]=[C:16]([CH3:18])[CH:15]=[C:14]([C:19]4[CH:20]=[CH:21][C:22]([C:25]([F:28])([F:27])[F:26])=[CH:23][CH:24]=4)[N:13]=3)[CH2:10][CH2:9]2)[C:3]1=[O:8]. The yield is 0.926.